Dataset: NCI-60 drug combinations with 297,098 pairs across 59 cell lines. Task: Regression. Given two drug SMILES strings and cell line genomic features, predict the synergy score measuring deviation from expected non-interaction effect. (1) Drug 1: CC1C(C(CC(O1)OC2CC(OC(C2O)C)OC3=CC4=CC5=C(C(=O)C(C(C5)C(C(=O)C(C(C)O)O)OC)OC6CC(C(C(O6)C)O)OC7CC(C(C(O7)C)O)OC8CC(C(C(O8)C)O)(C)O)C(=C4C(=C3C)O)O)O)O. Drug 2: COC1=C2C(=CC3=C1OC=C3)C=CC(=O)O2. Cell line: SK-OV-3. Synergy scores: CSS=11.2, Synergy_ZIP=0.680, Synergy_Bliss=-0.531, Synergy_Loewe=-28.6, Synergy_HSA=-1.40. (2) Drug 1: CNC(=O)C1=CC=CC=C1SC2=CC3=C(C=C2)C(=NN3)C=CC4=CC=CC=N4. Drug 2: CC1=CC2C(CCC3(C2CCC3(C(=O)C)OC(=O)C)C)C4(C1=CC(=O)CC4)C. Synergy scores: CSS=0.595, Synergy_ZIP=3.62, Synergy_Bliss=7.74, Synergy_Loewe=-2.91, Synergy_HSA=-0.352. Cell line: SNB-19.